From a dataset of Full USPTO retrosynthesis dataset with 1.9M reactions from patents (1976-2016). Predict the reactants needed to synthesize the given product. (1) Given the product [CH3:33][C@@H:30]([CH2:31][CH3:32])[C@H:22]([N:21]1[CH2:20][CH2:19][N:18]([CH2:34][C:35]2[N:39]([CH3:45])[C:38]3[CH:41]=[CH:42][CH:43]=[CH:44][C:37]=3[N:36]=2)[C:16]1=[O:15])[C:23]([O:25][C:26]([CH3:27])([CH3:29])[CH3:28])=[O:24], predict the reactants needed to synthesize it. The reactants are: C1C2C(C[O:15][C:16]([N:18]([CH2:34][C:35]3[N:39](C)[C:38]4[CH:41]=[CH:42][CH:43]=[CH:44][C:37]=4[N:36]=3)[CH2:19][CH2:20][NH:21][C@@H:22]([C@@H:30]([CH3:33])[CH2:31][CH3:32])[C:23]([O:25][C:26]([CH3:29])([CH3:28])[CH3:27])=[O:24])=O)C3C(=CC=CC=3)C=2C=CC=1.[CH2:45](NCC)C.[N+](C1C=CC(OC(=O)OC2C=CC([N+]([O-])=O)=CC=2)=CC=1)([O-])=O. (2) Given the product [F:45][C:26]([F:25])([F:44])[C:27]([N:29]1[CH2:38][CH2:37][C:36]2[C:35]3[CH2:39][CH2:40][CH2:41][C@H:42]([OH:43])[C:34]=3[CH:33]=[CH:32][C:31]=2[CH2:30]1)=[O:28], predict the reactants needed to synthesize it. The reactants are: B1(C)OC(C2C=CC=CC=2)(C2C=CC=CC=2)[C@@H]2N1CCC2.S(C)C.[F:25][C:26]([F:45])([F:44])[C:27]([N:29]1[CH2:38][CH2:37][C:36]2[C:35]3[CH2:39][CH2:40][CH2:41][C:42](=[O:43])[C:34]=3[CH:33]=[CH:32][C:31]=2[CH2:30]1)=[O:28].